This data is from Full USPTO retrosynthesis dataset with 1.9M reactions from patents (1976-2016). The task is: Predict the reactants needed to synthesize the given product. The reactants are: [C:1]([O:9][CH:10]1[CH2:15][CH2:14][CH:13]([OH:16])[CH2:12][CH2:11]1)(=[O:8])[C:2]1[CH:7]=[CH:6][CH:5]=[CH:4][CH:3]=1.C(OC=C)(=O)C. Given the product [C:1]([O:9][C@H:10]1[CH2:15][CH2:14][C@@H:13]([OH:16])[CH2:12][CH2:11]1)(=[O:8])[C:2]1[CH:3]=[CH:4][CH:5]=[CH:6][CH:7]=1, predict the reactants needed to synthesize it.